From a dataset of Catalyst prediction with 721,799 reactions and 888 catalyst types from USPTO. Predict which catalyst facilitates the given reaction. Reactant: [H-].[Na+].[C:3]([N:10]1[CH2:15][CH2:14][CH:13]([OH:16])[CH2:12][CH2:11]1)([O:5][C:6]([CH3:9])([CH3:8])[CH3:7])=[O:4].F[C:18]1[CH:19]=[C:20]([N+:24]([O-:26])=[O:25])[CH:21]=[CH:22][CH:23]=1. Product: [C:6]([O:5][C:3]([N:10]1[CH2:15][CH2:14][CH:13]([O:16][C:18]2[CH:23]=[CH:22][CH:21]=[C:20]([N+:24]([O-:26])=[O:25])[CH:19]=2)[CH2:12][CH2:11]1)=[O:4])([CH3:9])([CH3:8])[CH3:7]. The catalyst class is: 16.